This data is from Reaction yield outcomes from USPTO patents with 853,638 reactions. The task is: Predict the reaction yield, written as a fraction of the theoretical maximum amount of product (1.0 means a 100% yield; for example, 0.34 means a 34% yield). The catalyst is C(O)(=O)C. The reactants are CO[CH:3]1[CH2:7][CH2:6][CH:5](OC)O1.[NH2:10][C:11]1[CH:12]=[C:13]([C:21]([O:23][CH3:24])=[O:22])[CH:14]=[C:15]([CH:20]=1)[C:16]([O:18][CH3:19])=[O:17]. The product is [N:10]1([C:11]2[CH:20]=[C:15]([C:16]([O:18][CH3:19])=[O:17])[CH:14]=[C:13]([CH:12]=2)[C:21]([O:23][CH3:24])=[O:22])[CH:3]=[CH:7][CH:6]=[CH:5]1. The yield is 0.230.